From a dataset of Forward reaction prediction with 1.9M reactions from USPTO patents (1976-2016). Predict the product of the given reaction. (1) Given the reactants [F:1][C:2]1([F:25])[CH2:4][CH:3]1[CH2:5][N:6]1[C:14]2[C:9](=[N:10][C:11]([C:15]3[CH2:16][CH:17]4[CH2:21][NH:20][CH2:19][CH:18]4[CH:22]=3)=[CH:12][CH:13]=2)[N:8]([CH3:23])[C:7]1=[O:24].[O:26]1[CH:30]=[CH:29][C:28]([C:31](O)=[O:32])=[N:27]1.CCN(C(C)C)C(C)C.CN(C(ON1N=NC2C=CC=NC1=2)=[N+](C)C)C.F[P-](F)(F)(F)(F)F, predict the reaction product. The product is: [F:25][C:2]1([F:1])[CH2:4][CH:3]1[CH2:5][N:6]1[C:14]2[C:9](=[N:10][C:11]([C:15]3[CH2:16][CH:17]4[CH2:21][N:20]([C:31]([C:28]5[CH:29]=[CH:30][O:26][N:27]=5)=[O:32])[CH2:19][CH:18]4[CH:22]=3)=[CH:12][CH:13]=2)[N:8]([CH3:23])[C:7]1=[O:24]. (2) The product is: [C:1]([O:5][C:6]([N:8]1[CH2:13][CH2:12][N:11]([C:14]([C:16]2[C:20]3[CH:21]=[N:22][C:23]([O:25][CH3:26])=[CH:24][C:19]=3[N:18]([C:27]3[CH:32]=[CH:31][CH:30]=[CH:29][CH:28]=3)[C:17]=2[O:41][C:39]2[CH:40]=[C:35]([F:34])[CH:36]=[CH:37][C:38]=2[CH3:42])=[O:15])[CH2:10][CH2:9]1)=[O:7])([CH3:4])([CH3:3])[CH3:2]. Given the reactants [C:1]([O:5][C:6]([N:8]1[CH2:13][CH2:12][N:11]([C:14]([C:16]2[C:20]3[CH:21]=[N:22][C:23]([O:25][CH3:26])=[CH:24][C:19]=3[N:18]([C:27]3[CH:32]=[CH:31][CH:30]=[CH:29][CH:28]=3)[C:17]=2Cl)=[O:15])[CH2:10][CH2:9]1)=[O:7])([CH3:4])([CH3:3])[CH3:2].[F:34][C:35]1[CH:36]=[CH:37][C:38]([CH3:42])=[C:39]([OH:41])[CH:40]=1, predict the reaction product. (3) Given the reactants COC[O:4][C:5]1[CH:6]=[C:7]2[C:12](=[CH:13][CH:14]=1)[CH:11]=[C:10]([CH2:15][CH2:16]/[C:17](/[C:24]1[CH:33]=[CH:32][C:31]3[C:26](=[CH:27][CH:28]=[CH:29][CH:30]=3)[CH:25]=1)=[CH:18]/[C:19]([O:21][CH2:22][CH3:23])=[O:20])[CH:9]=[CH:8]2.Cl, predict the reaction product. The product is: [OH:4][C:5]1[CH:6]=[C:7]2[C:12](=[CH:13][CH:14]=1)[CH:11]=[C:10]([CH2:15][CH2:16]/[C:17](/[C:24]1[CH:33]=[CH:32][C:31]3[C:26](=[CH:27][CH:28]=[CH:29][CH:30]=3)[CH:25]=1)=[CH:18]/[C:19]([O:21][CH2:22][CH3:23])=[O:20])[CH:9]=[CH:8]2. (4) Given the reactants [CH2:1]([O:8][C:9]1[CH:10]=[CH:11][C:12]([C:20]([F:23])([F:22])[F:21])=[C:13]2[C:17]=1[NH:16][CH2:15][C:14]2([CH3:19])[CH3:18])[C:2]1[CH:7]=[CH:6][CH:5]=[CH:4][CH:3]=1.Br[C:25]1[CH:30]=[CH:29][CH:28]=[CH:27][C:26]=1[N+:31]([O-:33])=[O:32].C1C=CC(P(C2C(C3C(P(C4C=CC=CC=4)C4C=CC=CC=4)=CC=C4C=3C=CC=C4)=C3C(C=CC=C3)=CC=2)C2C=CC=CC=2)=CC=1.C([O-])([O-])=O.[Cs+].[Cs+], predict the reaction product. The product is: [CH2:1]([O:8][C:9]1[CH:10]=[CH:11][C:12]([C:20]([F:23])([F:22])[F:21])=[C:13]2[C:17]=1[N:16]([C:25]1[CH:30]=[CH:29][CH:28]=[CH:27][C:26]=1[N+:31]([O-:33])=[O:32])[CH2:15][C:14]2([CH3:19])[CH3:18])[C:2]1[CH:3]=[CH:4][CH:5]=[CH:6][CH:7]=1.